This data is from Cav3 T-type calcium channel HTS with 100,875 compounds. The task is: Binary Classification. Given a drug SMILES string, predict its activity (active/inactive) in a high-throughput screening assay against a specified biological target. (1) The molecule is O=C1CC(Cc2n(c(=O)c(cc12)C(OCC)=O)c1ccccc1)(C)C. The result is 0 (inactive). (2) The drug is O=c1n(n(c(c1n1c(c(cc1C)C(OCC)=O)C)C)C)c1ccccc1. The result is 0 (inactive). (3) The compound is O=C1N(CC(C1)C(=O)NCc1cccnc1)c1ccc(cc1)C. The result is 0 (inactive). (4) The molecule is S1C(NC(=O)C)C(=Nc2c1cccc2)c1ccccc1. The result is 0 (inactive). (5) The compound is s1c2nccc(N(C)C)c2c(N)c1C(=O)NCc1ccccc1. The result is 0 (inactive). (6) The drug is OC(CN1CCN(C2CCCCC2)CC1)COc1cc(ccc1)C. The result is 0 (inactive).